This data is from PAMPA (Parallel Artificial Membrane Permeability Assay) permeability data from NCATS. The task is: Regression/Classification. Given a drug SMILES string, predict its absorption, distribution, metabolism, or excretion properties. Task type varies by dataset: regression for continuous measurements (e.g., permeability, clearance, half-life) or binary classification for categorical outcomes (e.g., BBB penetration, CYP inhibition). Dataset: pampa_ncats. (1) The compound is CCOC(=O)C1=NN(C(=O)C2=C(SC=C21)N)C3=CC=C(C=C3)OC. The result is 1 (high permeability). (2) The compound is CCN1C2=CC=CC=C2C(=CC1=O)OCC(=O)N3CCN(CC3)C4=CC(=CC=C4)Cl. The result is 1 (high permeability). (3) The compound is CSC1=CC=C(C=C1)C2=CN=C(S2)N3CCC(CC3)C(=O)N. The result is 1 (high permeability). (4) The drug is CC1=C[C@H]([C@@H](C[C@H]1CC2=NN=C(O2)C3=CC=NC=C3)C(C)C)CNC(C)C. The result is 1 (high permeability). (5) The molecule is CC1(CC2CC(C1)(CN2S(=O)(=O)C3=CC=C(C=C3)C(=O)NC4=CC=C(C=C4)Cl)C)C. The result is 1 (high permeability).